This data is from Catalyst prediction with 721,799 reactions and 888 catalyst types from USPTO. The task is: Predict which catalyst facilitates the given reaction. (1) Reactant: Cl.Cl.[F:3][C:4]([F:22])([F:21])[C:5]([C:8]1[CH:13]=[CH:12][C:11]([N:14]2[CH2:19][CH2:18][NH:17][CH2:16][C@@H:15]2[CH3:20])=[CH:10][CH:9]=1)([OH:7])[CH3:6].C(N(CC)CC)C.[O:30]1[CH:34]=[CH:33][C:32]([S:35](Cl)(=[O:37])=[O:36])=[CH:31]1. Product: [F:22][C:4]([F:3])([F:21])[C:5]([C:8]1[CH:9]=[CH:10][C:11]([N:14]2[CH2:19][CH2:18][N:17]([S:35]([C:32]3[CH:33]=[CH:34][O:30][CH:31]=3)(=[O:37])=[O:36])[CH2:16][C@@H:15]2[CH3:20])=[CH:12][CH:13]=1)([OH:7])[CH3:6]. The catalyst class is: 2. (2) Reactant: [S:1]1[C:5]2[CH:6]=[CH:7][CH:8]=[CH:9][C:4]=2[N:3]=[CH:2]1.[Li]CCCC.[C:15]([O:19][C:20](=[O:44])[NH:21][C@@H:22]([C:38](=[O:43])N(OC)C)[CH2:23][CH2:24][CH2:25][CH2:26][NH:27][C:28]([O:30][CH2:31][C:32]1[CH:37]=[CH:36][CH:35]=[CH:34][CH:33]=1)=[O:29])([CH3:18])([CH3:17])[CH3:16]. Product: [C:15]([O:19][C:20](=[O:44])[NH:21][C@@H:22]([C:38]([C:2]1[S:1][C:5]2[CH:6]=[CH:7][CH:8]=[CH:9][C:4]=2[N:3]=1)=[O:43])[CH2:23][CH2:24][CH2:25][CH2:26][NH:27][C:28]([O:30][CH2:31][C:32]1[CH:33]=[CH:34][CH:35]=[CH:36][CH:37]=1)=[O:29])([CH3:18])([CH3:16])[CH3:17]. The catalyst class is: 1. (3) Reactant: [Cl:1][C:2]1[CH:35]=[CH:34][C:5]([CH2:6][NH:7][C:8]([C:10]2[C:19](=[O:20])[C:18]3[C:13](=[C:14](F)[CH:15]=[C:16]([CH2:21][N:22]4[CH2:27][CH2:26][O:25][CH2:24][CH2:23]4)[CH:17]=3)[N:12]([CH2:29][C:30]([NH:32][CH3:33])=[O:31])[CH:11]=2)=[O:9])=[CH:4][CH:3]=1.CC(C)([O-])C.[K+]. Product: [Cl:1][C:2]1[CH:35]=[CH:34][C:5]([CH2:6][NH:7][C:8]([C:10]2[C:19](=[O:20])[C:18]3[C:13]4[N:12]([CH:11]=2)[CH2:29][C:30](=[O:31])[N:32]([CH3:33])[C:14]=4[CH:15]=[C:16]([CH2:21][N:22]2[CH2:23][CH2:24][O:25][CH2:26][CH2:27]2)[CH:17]=3)=[O:9])=[CH:4][CH:3]=1. The catalyst class is: 266. (4) Reactant: [F:1][C:2]1[CH:15]=[CH:14][CH:13]=[C:12]([F:16])[C:3]=1[C:4]([NH:6][C:7]1[CH:11]=[CH:10][NH:9][N:8]=1)=[O:5].Br[CH2:18][C:19]1[CH:24]=[CH:23][C:22]([O:25][CH2:26][C:27]2[CH:32]=[CH:31][CH:30]=[CH:29][CH:28]=2)=[CH:21][C:20]=1[Cl:33].N1C(C)=CC=CC=1C. Product: [Cl:33][C:20]1[CH:21]=[C:22]([O:25][CH2:26][C:27]2[CH:28]=[CH:29][CH:30]=[CH:31][CH:32]=2)[CH:23]=[CH:24][C:19]=1[CH2:18][N:9]1[CH:10]=[CH:11][C:7]([NH:6][C:4](=[O:5])[C:3]2[C:12]([F:16])=[CH:13][CH:14]=[CH:15][C:2]=2[F:1])=[N:8]1. The catalyst class is: 37. (5) Reactant: [NH2:1][C:2]1[CH:3]=[C:4]([CH:9]=[C:10]([C:12]2[CH:17]=[CH:16][N:15]=[CH:14][CH:13]=2)[CH:11]=1)[C:5]([O:7][CH3:8])=[O:6].[C:18]([O:22][C:23]([C@@H:25]([CH2:29][C:30]1[CH:35]=[CH:34][CH:33]=[CH:32][CH:31]=1)[C:26](O)=[O:27])=[O:24])([CH3:21])([CH3:20])[CH3:19].C(N(C(C)C)CC)(C)C.F[P-](F)(F)(F)(F)F.N1(OC(N(C)C)=[N+](C)C)C2C=CC=CC=2N=N1. Product: [C:18]([O:22][C:23]([C@@H:25]([CH2:29][C:30]1[CH:31]=[CH:32][CH:33]=[CH:34][CH:35]=1)[C:26]([NH:1][C:2]1[CH:3]=[C:4]([CH:9]=[C:10]([C:12]2[CH:17]=[CH:16][N:15]=[CH:14][CH:13]=2)[CH:11]=1)[C:5]([O:7][CH3:8])=[O:6])=[O:27])=[O:24])([CH3:21])([CH3:19])[CH3:20]. The catalyst class is: 3. (6) Reactant: [F:1][C:2]1[CH:3]=[C:4]([NH:18][C:19](=[O:25])[O:20][C:21]([CH3:24])([CH3:23])[CH3:22])[CH:5]=[CH:6][C:7]=1[O:8][C:9]1[CH:14]=[CH:13][C:12]([N+:15]([O-])=O)=[CH:11][N:10]=1. Product: [NH2:15][C:12]1[CH:13]=[CH:14][C:9]([O:8][C:7]2[CH:6]=[CH:5][C:4]([NH:18][C:19](=[O:25])[O:20][C:21]([CH3:22])([CH3:23])[CH3:24])=[CH:3][C:2]=2[F:1])=[N:10][CH:11]=1. The catalyst class is: 19.